This data is from Catalyst prediction with 721,799 reactions and 888 catalyst types from USPTO. The task is: Predict which catalyst facilitates the given reaction. (1) Reactant: COC[C:4]1[C:16]2[CH:15]([CH2:17][OH:18])[C:14]3[C:9](=[CH:10][CH:11]=[CH:12][CH:13]=3)[C:8]=2[CH:7]=[CH:6][CH:5]=1.N1C=CN=C1.[CH2:24](N(CC)CC)C.[Si:31](Cl)([C:34]([CH3:37])([CH3:36])[CH3:35])([CH3:33])[CH3:32].CN(C)[CH:41]=[O:42]. Product: [CH3:24][O:42][CH2:41][C:15]1([CH2:17][O:18][Si:31]([C:34]([CH3:37])([CH3:36])[CH3:35])([CH3:33])[CH3:32])[C:14]2[CH:13]=[CH:12][CH:11]=[CH:10][C:9]=2[C:8]2[C:16]1=[CH:4][CH:5]=[CH:6][CH:7]=2. The catalyst class is: 6. (2) The catalyst class is: 32. Reactant: C(O)(C(F)(F)F)=O.[OH:8][C:9]([CH3:31])([CH3:30])[CH2:10][C@@:11]1([C:24]2[CH:29]=[CH:28][CH:27]=[CH:26][CH:25]=2)[O:16][C:15](=[O:17])[N:14]([C@H:18]2[CH2:23][CH2:22][CH2:21][NH:20][CH2:19]2)[CH2:13][CH2:12]1.Cl[C:33]1[CH:34]=[CH:35][C:36]2[N:37]([CH:39]=[CH:40][N:41]=2)[N:38]=1.CCN(C(C)C)C(C)C. Product: [OH:8][C:9]([CH3:31])([CH3:30])[CH2:10][C@@:11]1([C:24]2[CH:25]=[CH:26][CH:27]=[CH:28][CH:29]=2)[O:16][C:15](=[O:17])[N:14]([C@H:18]2[CH2:23][CH2:22][CH2:21][N:20]([C:33]3[CH:34]=[CH:35][C:36]4[N:37]([CH:39]=[CH:40][N:41]=4)[N:38]=3)[CH2:19]2)[CH2:13][CH2:12]1. (3) Reactant: C(OC([C:6]1[CH:7]=[N:8][N:9]2[C:14](Cl)=[CH:13][CH:12]=[N:11][C:10]=12)=O)C.CN(C1C=C(B(O)O)C=CC=1)[C:18](=[O:20])[CH3:19].[C:30]([O-])([O-])=[O:31].[Na+].[Na+]. Product: [CH2:18]([O:20][C:30]([C:7]1[CH:6]=[C:10]2[N:11]=[CH:12][CH:13]=[CH:14][N:9]2[N:8]=1)=[O:31])[CH3:19]. The catalyst class is: 461. (4) Reactant: [CH3:1][N:2]([C:11]1[CH:16]=[CH:15][CH:14]=[CH:13][CH:12]=1)[S:3]([CH2:6][C:7](OC)=O)(=[O:5])=[O:4].[Cl:17][C:18]1[N:27]=[CH:26][CH:25]=[C:24]2[C:19]=1[C:20]1[CH:32]=[N:31][CH:30]=[CH:29][C:21]=1C(Cl)=[N:23]2.[Li+].C[Si]([N-][Si](C)(C)C)(C)C.[Cl-].[NH4+]. Product: [Cl:17][C:18]1[N:27]=[CH:26][CH:25]=[C:24]2[C:19]=1[C:20]1[CH:32]=[N:31][CH:30]=[CH:29][C:21]=1[C:7]([CH2:6][S:3]([N:2]([CH3:1])[C:11]1[CH:16]=[CH:15][CH:14]=[CH:13][CH:12]=1)(=[O:5])=[O:4])=[N:23]2. The catalyst class is: 11.